Predict the product of the given reaction. From a dataset of Forward reaction prediction with 1.9M reactions from USPTO patents (1976-2016). Given the reactants [Cl-].O[NH3+:3].[C:4](=[O:7])([O-])[OH:5].[Na+].CS(C)=O.[CH:13]1([C:16]2[N:17]=[C:18]([CH3:44])[N:19]([C:38]3[CH:43]=[CH:42][CH:41]=[CH:40][CH:39]=3)[C:20](=[O:37])[C:21]=2[CH2:22][C:23]2[CH:28]=[CH:27][C:26]([C:29]3[C:30]([C:35]#[N:36])=[CH:31][CH:32]=[CH:33][CH:34]=3)=[CH:25][CH:24]=2)[CH2:15][CH2:14]1, predict the reaction product. The product is: [CH:13]1([C:16]2[N:17]=[C:18]([CH3:44])[N:19]([C:38]3[CH:39]=[CH:40][CH:41]=[CH:42][CH:43]=3)[C:20](=[O:37])[C:21]=2[CH2:22][C:23]2[CH:28]=[CH:27][C:26]([C:29]3[CH:34]=[CH:33][CH:32]=[CH:31][C:30]=3[C:35]3[NH:3][C:4](=[O:7])[O:5][N:36]=3)=[CH:25][CH:24]=2)[CH2:15][CH2:14]1.